From a dataset of Catalyst prediction with 721,799 reactions and 888 catalyst types from USPTO. Predict which catalyst facilitates the given reaction. (1) Reactant: [CH2:1]([O:3][C:4](=[O:29])[CH:5]([NH:25][C:26](=[O:28])[CH3:27])[CH2:6][C:7]1[O:11][N:10]=[C:9]([CH:12]([NH:17]C(OC(C)(C)C)=O)[CH2:13][CH:14]([CH3:16])[CH3:15])[CH:8]=1)[CH3:2].[ClH:30]. Product: [ClH:30].[CH2:1]([O:3][C:4](=[O:29])[CH:5]([NH:25][C:26](=[O:28])[CH3:27])[CH2:6][C:7]1[O:11][N:10]=[C:9]([CH:12]([NH2:17])[CH2:13][CH:14]([CH3:15])[CH3:16])[CH:8]=1)[CH3:2]. The catalyst class is: 12. (2) Reactant: [F:1][C:2]([F:16])([F:15])[C:3]([C:6]1[CH:11]=[CH:10][C:9]([N+:12]([O-])=O)=[CH:8][CH:7]=1)(O)[OH:4].[H][H]. Product: [NH2:12][C:9]1[CH:10]=[CH:11][C:6]([CH:3]([OH:4])[C:2]([F:1])([F:15])[F:16])=[CH:7][CH:8]=1. The catalyst class is: 63. (3) Reactant: [O:1]([C:8]1[N:13]=[CH:12][C:11]([NH2:14])=[CH:10][CH:9]=1)[C:2]1[CH:7]=[CH:6][CH:5]=[CH:4][CH:3]=1.[Cl:15][C:16]1[CH:24]=[CH:23][C:19]([C:20](Cl)=[O:21])=[CH:18][C:17]=1[C:25](=[O:36])[NH:26][C:27]1[CH:28]=[C:29]2[CH:35]=[CH:34][NH:33][C:30]2=[N:31][CH:32]=1. Product: [Cl:15][C:16]1[CH:24]=[CH:23][C:19]([C:20]([NH:14][C:11]2[CH:12]=[N:13][C:8]([O:1][C:2]3[CH:3]=[CH:4][CH:5]=[CH:6][CH:7]=3)=[CH:9][CH:10]=2)=[O:21])=[CH:18][C:17]=1[C:25]([NH:26][C:27]1[CH:28]=[C:29]2[CH:35]=[CH:34][NH:33][C:30]2=[N:31][CH:32]=1)=[O:36]. The catalyst class is: 2. (4) Reactant: [H-].[Na+].[F:3][C:4]([F:24])([F:23])[O:5][C:6]1[CH:11]=[CH:10][C:9]([N:12]2[CH2:16][CH2:15][C:14]3([CH2:21][CH2:20][NH:19][CH2:18][CH2:17]3)[C:13]2=[O:22])=[CH:8][CH:7]=1.[CH2:25]([O:32][C:33]1[CH:38]=[CH:37][CH:36]=[C:35](F)[N:34]=1)[C:26]1[CH:31]=[CH:30][CH:29]=[CH:28][CH:27]=1. Product: [CH2:25]([O:32][C:33]1[N:34]=[C:35]([N:19]2[CH2:18][CH2:17][C:14]3([C:13](=[O:22])[N:12]([C:9]4[CH:10]=[CH:11][C:6]([O:5][C:4]([F:3])([F:23])[F:24])=[CH:7][CH:8]=4)[CH2:16][CH2:15]3)[CH2:21][CH2:20]2)[CH:36]=[CH:37][CH:38]=1)[C:26]1[CH:27]=[CH:28][CH:29]=[CH:30][CH:31]=1. The catalyst class is: 39. (5) Reactant: [CH2:1]([NH2:17])[CH2:2][CH2:3][CH2:4][CH2:5][CH2:6][CH2:7][CH2:8][CH2:9][CH2:10][CH2:11][CH2:12][CH2:13][CH2:14][CH2:15][CH3:16].[ClH:18].[N:19]#[C:20][NH2:21]. Product: [Cl-:18].[CH2:1]([NH:17][C:20]([NH2:21])=[NH2+:19])[CH2:2][CH2:3][CH2:4][CH2:5][CH2:6][CH2:7][CH2:8][CH2:9][CH2:10][CH2:11][CH2:12][CH2:13][CH2:14][CH2:15][CH3:16]. The catalyst class is: 51.